This data is from Reaction yield outcomes from USPTO patents with 853,638 reactions. The task is: Predict the reaction yield, written as a fraction of the theoretical maximum amount of product (1.0 means a 100% yield; for example, 0.34 means a 34% yield). (1) The reactants are [CH3:1][C:2]1[CH:7]=[C:6]([C:8]([O:10]C)=[O:9])[CH:5]=[CH:4][C:3]=1[C:12]1[CH:17]=[CH:16][CH:15]=[CH:14][C:13]=1[CH3:18].O1CCCC1.[OH-].[Na+].Cl. The catalyst is O.CO. The product is [CH3:1][C:2]1[CH:7]=[C:6]([C:8]([OH:10])=[O:9])[CH:5]=[CH:4][C:3]=1[C:12]1[CH:17]=[CH:16][CH:15]=[CH:14][C:13]=1[CH3:18]. The yield is 0.970. (2) The reactants are C[Si](C)(C)[N-][Si](C)(C)C.[Li+].[CH:11]([C@@H:14]1[N:19]([C:20]([O:22][CH2:23][CH:24]=[CH2:25])=[O:21])[CH2:18][CH2:17][C:16]([C:26]2[N:27]=[C:28]([SH:31])[S:29][CH:30]=2)=[CH:15]1)([CH3:13])[CH3:12].O(P(OC1C=CC=CC=1)O[C:41]1[C@H:47]([CH3:48])[C@H:46]2[N:43]([C:44](=[O:56])[C@@H:45]2[C@H:49]([O:51][Si:52]([CH3:55])([CH3:54])[CH3:53])[CH3:50])[C:42]=1[C:57]([O:59][CH2:60][CH:61]=[CH2:62])=[O:58])C1C=CC=CC=1.C(#N)C. The catalyst is C1COCC1. The product is [CH2:23]([O:22][C:20]([N:19]1[C@@H:14]([CH:11]([CH3:13])[CH3:12])[CH:15]=[C:16]([C:26]2[N:27]=[C:28]([S:31][C:41]3[C@H:47]([CH3:48])[C@H:46]4[N:43]([C:44](=[O:56])[C@@H:45]4[C@H:49]([O:51][Si:52]([CH3:53])([CH3:54])[CH3:55])[CH3:50])[C:42]=3[C:57]([O:59][CH2:60][CH:61]=[CH2:62])=[O:58])[S:29][CH:30]=2)[CH2:17][CH2:18]1)=[O:21])[CH:24]=[CH2:25]. The yield is 0.610. (3) The reactants are [C:12]([O:11][C:9](O[C:9]([O:11][C:12]([CH3:15])([CH3:14])[CH3:13])=[O:10])=[O:10])([CH3:15])([CH3:14])[CH3:13].[NH2:16][CH2:17][CH2:18][C:19]1[CH:20]=[C:21]([CH:23]=[CH:24][CH:25]=1)[NH2:22]. No catalyst specified. The product is [C:12]([O:11][C:9](=[O:10])[NH:16][CH2:17][CH2:18][C:19]1[CH:25]=[CH:24][CH:23]=[C:21]([NH2:22])[CH:20]=1)([CH3:13])([CH3:14])[CH3:15]. The yield is 1.00.